From a dataset of Full USPTO retrosynthesis dataset with 1.9M reactions from patents (1976-2016). Predict the reactants needed to synthesize the given product. (1) Given the product [C:11]([C:8]1[N:6]2[N:7]=[C:2]([C:23]3[CH:24]=[CH:25][C:20]([CH2:19][N:16]4[CH2:17][CH2:18][O:13][CH2:14][CH2:15]4)=[CH:21][CH:22]=3)[CH:3]=[CH:4][C:5]2=[N:10][CH:9]=1)#[CH:12], predict the reactants needed to synthesize it. The reactants are: Cl[C:2]1[CH:3]=[CH:4][C:5]2[N:6]([C:8]([C:11]#[CH:12])=[CH:9][N:10]=2)[N:7]=1.[O:13]1[CH2:18][CH2:17][N:16]([CH2:19][C:20]2[CH:25]=[CH:24][C:23](B(O)O)=[CH:22][CH:21]=2)[CH2:15][CH2:14]1.C(=O)([O-])[O-].[Na+].[Na+]. (2) Given the product [CH3:14][O:15][C:16]1[CH:17]=[C:18]2[C:19]([NH2:34])=[N:20][C:21]([N:28]3[CH2:29][CH2:30][N:31]([C:11]([CH:2]4[O:1][C:6]5[CH:7]=[CH:8][CH:9]=[CH:10][C:5]=5[O:4][CH2:3]4)=[O:13])[CH2:32][CH2:33]3)=[N:22][C:23]2=[CH:24][C:25]=1[O:26][CH3:27], predict the reactants needed to synthesize it. The reactants are: [O:1]1[C:6]2[CH:7]=[CH:8][CH:9]=[CH:10][C:5]=2[O:4][CH2:3][CH:2]1[C:11]([OH:13])=O.[CH3:14][O:15][C:16]1[CH:17]=[C:18]2[C:23](=[CH:24][C:25]=1[O:26][CH3:27])[N:22]=[C:21]([N:28]1[CH2:33][CH2:32][NH:31][CH2:30][CH2:29]1)[N:20]=[C:19]2[NH2:34].C1(N=C=NC2CCCCC2)CCCCC1.C. (3) Given the product [CH3:1][C:2]1[CH:3]=[C:4]([S:8][CH2:10][CH2:11][C:12]([O:14][CH3:15])=[O:13])[CH:5]=[CH:6][CH:7]=1, predict the reactants needed to synthesize it. The reactants are: [CH3:1][C:2]1[CH:3]=[C:4]([SH:8])[CH:5]=[CH:6][CH:7]=1.Br[CH2:10][CH2:11][C:12]([O:14][CH3:15])=[O:13].C(N(CC)CC)C.O. (4) Given the product [F:1][C:2]1[C:10]2[CH:9]=[CH:8][S:7][C:6]=2[CH:5]=[CH:4][CH:3]=1, predict the reactants needed to synthesize it. The reactants are: [F:1][C:2]1[C:10]2[CH:9]=[C:8](C(O)=O)[S:7][C:6]=2[CH:5]=[CH:4][CH:3]=1.N12CCCN=C1CCCCC2.O. (5) The reactants are: Br[C:2]1(Br)[CH2:10][C:9]([CH3:12])([CH3:11])[C:8]2[NH:7][N:6]=[CH:5][C:4]=2[C:3]1=O.[N:15]1[CH:20]=[CH:19][CH:18]=[N:17][C:16]=1[NH:21][C:22]([NH2:24])=[S:23]. Given the product [CH3:11][C:9]1([CH3:12])[C:8]2[NH:7][N:6]=[CH:5][C:4]=2[C:3]2[N:24]=[C:22]([NH:21][C:16]3[N:17]=[CH:18][CH:19]=[CH:20][N:15]=3)[S:23][C:2]=2[CH2:10]1, predict the reactants needed to synthesize it. (6) Given the product [C:18]([CH2:17][O:16][C:11]1[CH:12]=[C:13]2[C:8](=[CH:9][CH:10]=1)[CH:7]=[C:6]([CH:4]([CH3:5])[C:3]([OH:22])=[O:2])[CH:15]=[CH:14]2)([OH:20])=[O:19], predict the reactants needed to synthesize it. The reactants are: C[O:2][C:3](=[O:22])[CH:4]([C:6]1[CH:15]=[CH:14][C:13]2[C:8](=[CH:9][CH:10]=[C:11]([O:16][CH2:17][C:18]([O:20]C)=[O:19])[CH:12]=2)[CH:7]=1)[CH3:5].Cl. (7) Given the product [CH3:15][O:14][CH2:13][O:12][C:7]1[CH:6]=[C:5]([CH:10]=[CH:9][C:8]=1[CH3:11])[C:4]([OH:16])=[O:3], predict the reactants needed to synthesize it. The reactants are: C([O:3][C:4](=[O:16])[C:5]1[CH:10]=[CH:9][C:8]([CH3:11])=[C:7]([O:12][CH2:13][O:14][CH3:15])[CH:6]=1)C.O.[OH-].[Na+].C(O)(=O)C.